This data is from Catalyst prediction with 721,799 reactions and 888 catalyst types from USPTO. The task is: Predict which catalyst facilitates the given reaction. Reactant: [CH2:1]([N:8]1[CH2:12][CH2:11][CH:10]([C:13]2(O)[CH2:16][CH2:15][CH2:14]2)[C:9]1=[O:18])[C:2]1[CH:7]=[CH:6][CH:5]=[CH:4][CH:3]=1.C(N(CC)C(C)C)(C)C.CS(Cl)(=O)=O. Product: [CH2:1]([N:8]1[CH2:12][CH2:11][C:10](=[C:13]2[CH2:16][CH2:15][CH2:14]2)[C:9]1=[O:18])[C:2]1[CH:7]=[CH:6][CH:5]=[CH:4][CH:3]=1. The catalyst class is: 2.